Dataset: Reaction yield outcomes from USPTO patents with 853,638 reactions. Task: Predict the reaction yield, written as a fraction of the theoretical maximum amount of product (1.0 means a 100% yield; for example, 0.34 means a 34% yield). The reactants are Br[C:2]1[N:6]([CH3:7])[CH:5]=[N:4][C:3]=1[C:8]1[CH:13]=[C:12]([C:14]#[N:15])[CH:11]=[CH:10][N:9]=1.[OH:16][C:17]1[CH:18]=[C:19](B(O)O)[CH:20]=[CH:21][C:22]=1[CH3:23].C([O-])([O-])=O.[Na+].[Na+]. The catalyst is O1CCOCC1.C1C=CC(P(C2C=CC=CC=2)[C-]2C=CC=C2)=CC=1.C1C=CC(P(C2C=CC=CC=2)[C-]2C=CC=C2)=CC=1.Cl[Pd]Cl.[Fe+2]. The product is [OH:16][C:17]1[CH:18]=[C:19]([C:2]2[N:6]([CH3:7])[CH:5]=[N:4][C:3]=2[C:8]2[CH:13]=[C:12]([C:14]#[N:15])[CH:11]=[CH:10][N:9]=2)[CH:20]=[CH:21][C:22]=1[CH3:23]. The yield is 0.690.